This data is from Full USPTO retrosynthesis dataset with 1.9M reactions from patents (1976-2016). The task is: Predict the reactants needed to synthesize the given product. (1) The reactants are: ClC1N=C(N2CCOCC2)C2SC([C:11]3[CH:12]=[C:13]([CH:17]=[CH:18][CH:19]=3)[C:14](O)=[O:15])=CC=2N=1.C[N:27](C)CCN. Given the product [C:14]([NH2:27])(=[O:15])[C:13]1[CH:17]=[CH:18][CH:19]=[CH:11][CH:12]=1, predict the reactants needed to synthesize it. (2) Given the product [Br:1][C:2]1[CH:12]=[CH:11][C:5]([O:6][CH2:7][CH2:8][CH2:9][O:10][Si:13]([C:16]([CH3:19])([CH3:18])[CH3:17])([CH3:15])[CH3:14])=[CH:4][CH:3]=1, predict the reactants needed to synthesize it. The reactants are: [Br:1][C:2]1[CH:12]=[CH:11][C:5]([O:6][CH2:7][CH2:8][CH2:9][OH:10])=[CH:4][CH:3]=1.[Si:13](Cl)([C:16]([CH3:19])([CH3:18])[CH3:17])([CH3:15])[CH3:14].CN(C)C=O. (3) Given the product [ClH:1].[ClH:1].[CH3:58][O:57][C:49]1[CH:48]=[C:47]([C:44]2[CH:43]=[CH:42][C:41]([C:40]([N:37]3[CH2:36][CH2:35][CH:34]([CH2:33][N:30]4[CH2:29][CH2:28][N:27]([CH2:26][CH:23]5[CH2:22][CH2:21][N:20]([C:18](=[O:19])[C:17]6[CH:16]=[CH:15][C:14]([C:6]7[CH:5]=[C:4]([O:3][CH3:2])[C:9]([O:10][CH3:11])=[C:8]([O:12][CH3:13])[CH:7]=7)=[CH:61][CH:60]=6)[CH2:25][CH2:24]5)[CH2:32][CH2:31]4)[CH2:39][CH2:38]3)=[O:59])=[CH:46][CH:45]=2)[CH:52]=[C:51]([O:53][CH3:54])[C:50]=1[O:55][CH3:56], predict the reactants needed to synthesize it. The reactants are: [ClH:1].[CH3:2][O:3][C:4]1[CH:5]=[C:6]([C:14]2[CH:61]=[CH:60][C:17]([C:18]([N:20]3[CH2:25][CH2:24][CH:23]([CH2:26][N:27]4[CH2:32][CH2:31][N:30]([CH2:33][CH:34]5[CH2:39][CH2:38][N:37]([C:40](=[O:59])[C:41]6[CH:46]=[CH:45][C:44]([C:47]7[CH:52]=[C:51]([O:53][CH3:54])[C:50]([O:55][CH3:56])=[C:49]([O:57][CH3:58])[CH:48]=7)=[CH:43][CH:42]=6)[CH2:36][CH2:35]5)[CH2:29][CH2:28]4)[CH2:22][CH2:21]3)=[O:19])=[CH:16][CH:15]=2)[CH:7]=[C:8]([O:12][CH3:13])[C:9]=1[O:10][CH3:11]. (4) The reactants are: [N+:1]([C:4]1[NH:5][CH:6]=[CH:7][N:8]=1)([O-:3])=[O:2].[C:9]([O-])([O-])=O.[Cs+].[Cs+].CI. Given the product [CH3:9][N:5]1[CH:6]=[CH:7][N:8]=[C:4]1[N+:1]([O-:3])=[O:2], predict the reactants needed to synthesize it. (5) The reactants are: [O:1]1[CH:5]=[CH:4][C:3]([CH:6]([OH:10])[CH2:7][NH:8][CH3:9])=[CH:2]1.C(N(CC)C(C)C)(C)C.[Cl:20][C:21]1[CH:43]=[CH:42][C:24]([CH2:25][NH:26][C:27]([C:29]2[C:30](=[O:41])[C:31]3[CH:38]=[C:37]([CH2:39]Cl)[S:36][C:32]=3[N:33]([CH3:35])[CH:34]=2)=[O:28])=[CH:23][CH:22]=1.O. Given the product [Cl:20][C:21]1[CH:43]=[CH:42][C:24]([CH2:25][NH:26][C:27]([C:29]2[C:30](=[O:41])[C:31]3[CH:38]=[C:37]([CH2:39][N:8]([CH2:7][CH:6]([C:3]4[CH:4]=[CH:5][O:1][CH:2]=4)[OH:10])[CH3:9])[S:36][C:32]=3[N:33]([CH3:35])[CH:34]=2)=[O:28])=[CH:23][CH:22]=1, predict the reactants needed to synthesize it. (6) Given the product [OH:12][CH2:11][C@@H:9]([C@H:7]([C@@H:5]([C@@H:3]([CH2:2][OH:1])[OH:4])[OH:6])[OH:8])[OH:10].[CH2:13]([OH:35])[C@H:14]1[O:19][C@H:18]([O:20][C@@H:21]([C@H:26]([OH:31])[C@@H:27]([OH:30])[CH2:28][OH:29])[C@H:22]([OH:25])[CH2:23][OH:24])[C@H:17]([OH:32])[C@@H:16]([OH:33])[C@@H:15]1[OH:34], predict the reactants needed to synthesize it. The reactants are: [OH:1][CH2:2][C@@H:3]([C@H:5]([C@@H:7]([C@@H:9]([CH2:11][OH:12])[OH:10])[OH:8])[OH:6])[OH:4].[CH2:13]([OH:35])[C@H:14]1[O:19][C@H:18]([O:20][C@@H:21]([C@H:26]([OH:31])[C@@H:27]([OH:30])[CH2:28][OH:29])[C@H:22]([OH:25])[CH2:23][OH:24])[C@H:17]([OH:32])[C@@H:16]([OH:33])[C@@H:15]1[OH:34].C(O)[C@H]1O[C@H](O[C@H]2[C@H](O)[C@@H](O)[C@@H](O[C@@H]([C@H](O)[C@@H](O)CO)[C@H](O)CO)O[C@@H]2CO)[C@H](O)[C@@H](O)[C@@H]1O.